Dataset: Reaction yield outcomes from USPTO patents with 853,638 reactions. Task: Predict the reaction yield, written as a fraction of the theoretical maximum amount of product (1.0 means a 100% yield; for example, 0.34 means a 34% yield). (1) The reactants are [Cl:1][C:2]1[CH:7]=[CH:6][C:5]([C:8]([CH3:21])([CH3:20])[C:9]([NH:11][NH:12]C(OC(C)(C)C)=O)=[O:10])=[CH:4][C:3]=1[O:22][CH3:23].Cl. The yield is 0.670. The product is [ClH:1].[Cl:1][C:2]1[CH:7]=[CH:6][C:5]([C:8]([CH3:21])([CH3:20])[C:9]([NH:11][NH2:12])=[O:10])=[CH:4][C:3]=1[O:22][CH3:23]. The catalyst is CCOC(C)=O.CCOCC. (2) The reactants are [NH2:1][C:2]1[CH:6]=[C:5]([C:7]2[CH:12]=[CH:11][CH:10]=[CH:9][CH:8]=2)[S:4][C:3]=1[C:13]#[N:14].C([OH:17])C. The catalyst is [OH-].[Na+]. The product is [NH2:1][C:2]1[CH:6]=[C:5]([C:7]2[CH:12]=[CH:11][CH:10]=[CH:9][CH:8]=2)[S:4][C:3]=1[C:13]([NH2:14])=[O:17]. The yield is 0.450.